From a dataset of Catalyst prediction with 721,799 reactions and 888 catalyst types from USPTO. Predict which catalyst facilitates the given reaction. Reactant: [CH3:1][N:2]1[CH:6]=[C:5]([C:7]2[CH:8]=[C:9]([CH:22]=[C:23]([N+:25]([O-])=O)[CH:24]=2)[O:10][CH2:11][C@H:12]([NH:14][C:15](=[O:21])[O:16][C:17]([CH3:20])([CH3:19])[CH3:18])[CH3:13])[CH:4]=[N:3]1.[H][H]. Product: [NH2:25][C:23]1[CH:22]=[C:9]([CH:8]=[C:7]([C:5]2[CH:4]=[N:3][N:2]([CH3:1])[CH:6]=2)[CH:24]=1)[O:10][CH2:11][C@H:12]([NH:14][C:15](=[O:21])[O:16][C:17]([CH3:20])([CH3:18])[CH3:19])[CH3:13]. The catalyst class is: 43.